Dataset: Forward reaction prediction with 1.9M reactions from USPTO patents (1976-2016). Task: Predict the product of the given reaction. (1) Given the reactants [K+].[Br:2][C:3]1[C:8]2[N:9]=[C:10]([S-:12])[S:11][C:7]=2[CH:6]=[C:5]([C:13]#[N:14])[CH:4]=1.[K].S[C:17]1SC2C(N=1)=NC=C(C(OCC)=O)C=2, predict the reaction product. The product is: [Br:2][C:3]1[C:8]2[N:9]=[C:10]([S:12][CH3:17])[S:11][C:7]=2[CH:6]=[C:5]([C:13]#[N:14])[CH:4]=1. (2) Given the reactants [Cl:1][C:2]1[C:7]([F:8])=[CH:6][C:5]([CH:9]2[CH2:14][CH:13]([C:15]([O:17]C)=[O:16])[CH2:12][CH2:11][N:10]2[C:19]([O:21][CH3:22])=[O:20])=[CH:4][C:3]=1[F:23].[Br-].[Li+].C(N(CC)CC)C.CC(OC)(C)C, predict the reaction product. The product is: [Cl:1][C:2]1[C:7]([F:8])=[CH:6][C:5]([CH:9]2[CH2:14][CH:13]([C:15]([OH:17])=[O:16])[CH2:12][CH2:11][N:10]2[C:19]([O:21][CH3:22])=[O:20])=[CH:4][C:3]=1[F:23]. (3) Given the reactants [H-].[Li+].CO[C:5](=[O:22])[C:6]1[CH:11]=[CH:10][C:9]([CH2:12][N:13]2[CH2:18][CH2:17][CH2:16][N:15]3[CH2:19][CH2:20][CH2:21][CH:14]23)=[CH:8][CH:7]=1.[CH2:23]([SH:27])[CH2:24][CH2:25][CH3:26], predict the reaction product. The product is: [CH2:23]([S:27][C:5](=[O:22])[C:6]1[CH:7]=[CH:8][C:9]([CH2:12][N:13]2[CH2:18][CH2:17][CH2:16][N:15]3[CH2:19][CH2:20][CH2:21][CH:14]23)=[CH:10][CH:11]=1)[CH2:24][CH2:25][CH3:26]. (4) Given the reactants [C:1]([C:3]1[CH:8]=[CH:7][C:6]([N:9]2[CH2:14][CH2:13][O:12][C:11]3[CH:15]=[C:16]([S:19](Cl)(=[O:21])=[O:20])[CH:17]=[CH:18][C:10]2=3)=[C:5]([O:23][CH3:24])[CH:4]=1)#[N:2].[F:25][C:26]1[C:31]([OH:32])=[C:30]([F:33])[C:29]([F:34])=[C:28]([F:35])[C:27]=1[F:36].C(N(CC)CC)C, predict the reaction product. The product is: [C:1]([C:3]1[CH:8]=[CH:7][C:6]([N:9]2[CH2:14][CH2:13][O:12][C:11]3[CH:15]=[C:16]([S:19]([O:32][C:31]4[C:30]([F:33])=[C:29]([F:34])[C:28]([F:35])=[C:27]([F:36])[C:26]=4[F:25])(=[O:21])=[O:20])[CH:17]=[CH:18][C:10]2=3)=[C:5]([O:23][CH3:24])[CH:4]=1)#[N:2]. (5) Given the reactants [Cl:1][C:2]1[C:7]([Cl:8])=[CH:6][CH:5]=[CH:4][C:3]=1[N:9]1[CH2:14][CH2:13][N:12]([CH2:15][CH2:16][CH2:17][CH2:18][O:19][C:20]2[CH:29]=[C:28]3[C:23]([CH2:24][CH2:25][C:26](=[O:32])[N:27]3[CH2:30][OH:31])=[CH:22][CH:21]=2)[CH2:11][CH2:10]1.N1C=CC=CC=1.[C:39](Cl)(=[O:43])[CH2:40][CH2:41][CH3:42], predict the reaction product. The product is: [C:39]([O:31][CH2:30][N:27]1[C:28]2[C:23](=[CH:22][CH:21]=[C:20]([O:19][CH2:18][CH2:17][CH2:16][CH2:15][N:12]3[CH2:13][CH2:14][N:9]([C:3]4[CH:4]=[CH:5][CH:6]=[C:7]([Cl:8])[C:2]=4[Cl:1])[CH2:10][CH2:11]3)[CH:29]=2)[CH2:24][CH2:25][C:26]1=[O:32])(=[O:43])[CH2:40][CH2:41][CH3:42].